From a dataset of Reaction yield outcomes from USPTO patents with 853,638 reactions. Predict the reaction yield, written as a fraction of the theoretical maximum amount of product (1.0 means a 100% yield; for example, 0.34 means a 34% yield). (1) The reactants are [CH2:1]([O:8][C:9]1[CH:14]=[CH:13][C:12]([CH2:15][CH:16]([OH:22])[C:17]([O:19][CH2:20][CH3:21])=[O:18])=[CH:11][CH:10]=1)[C:2]1[CH:7]=[CH:6][CH:5]=[CH:4][CH:3]=1.Br[CH2:24][CH2:25][CH2:26][CH2:27][CH2:28][CH3:29]. No catalyst specified. The product is [CH2:1]([O:8][C:9]1[CH:14]=[CH:13][C:12]([CH2:15][CH:16]([O:22][CH2:24][CH2:25][CH2:26][CH2:27][CH2:28][CH3:29])[C:17]([O:19][CH2:20][CH3:21])=[O:18])=[CH:11][CH:10]=1)[C:2]1[CH:7]=[CH:6][CH:5]=[CH:4][CH:3]=1. The yield is 0.220. (2) The yield is 0.580. The product is [CH2:1]([O:8][C:9]1[C:17]([F:18])=[CH:16][C:15]([Br:19])=[C:14]2[C:10]=1[C:11]([CH2:22][C:21]([OH:25])=[O:27])=[CH:12][N:13]2[CH3:20])[C:2]1[CH:3]=[CH:4][CH:5]=[CH:6][CH:7]=1. The reactants are [CH2:1]([O:8][C:9]1[C:17]([F:18])=[CH:16][C:15]([Br:19])=[C:14]2[C:10]=1[CH:11]=[CH:12][N:13]2[CH3:20])[C:2]1[CH:7]=[CH:6][CH:5]=[CH:4][CH:3]=1.[C:21](Cl)(=[O:25])[C:22](Cl)=O.[OH2:27].NN.[OH-].[K+].Cl. The catalyst is C1COCC1.O(CCO)CCO.O. (3) The reactants are [C:1]([CH2:3][C@H:4]([N:8]1[C:16]2[CH:15]=[CH:14][NH:13][C:12](=[O:17])[C:11]=2[C:10]([NH:18][C:19]2[CH:27]=[CH:26][C:22]([C:23]([OH:25])=O)=[C:21]([CH3:28])[CH:20]=2)=[N:9]1)[CH:5]1[CH2:7][CH2:6]1)#[N:2].OC1C2N=NNC=2C=CC=1.C(N=C=NCCCN(C)C)C.CCN(C(C)C)C(C)C.[CH3:59][NH:60][CH2:61][C:62]([F:65])([F:64])[F:63]. The catalyst is CN(C=O)C. The product is [C:1]([CH2:3][C@H:4]([N:8]1[C:16]2[CH:15]=[CH:14][NH:13][C:12](=[O:17])[C:11]=2[C:10]([NH:18][C:19]2[CH:27]=[CH:26][C:22]([C:23]([N:60]([CH3:59])[CH2:61][C:62]([F:65])([F:64])[F:63])=[O:25])=[C:21]([CH3:28])[CH:20]=2)=[N:9]1)[CH:5]1[CH2:6][CH2:7]1)#[N:2]. The yield is 0.610. (4) The reactants are C(OC(=O)[NH:7][C@H:8]([C:10]1[N:14]([C:15]2[CH:20]=[CH:19][CH:18]=[CH:17][N:16]=2)[C:13]2[CH:21]=[C:22]([F:25])[CH:23]=[CH:24][C:12]=2[N:11]=1)[CH3:9])(C)(C)C.C(O)(C(F)(F)F)=O. The catalyst is C(Cl)Cl. The product is [F:25][C:22]1[CH:23]=[CH:24][C:12]2[N:11]=[C:10]([C@@H:8]([NH2:7])[CH3:9])[N:14]([C:15]3[CH:20]=[CH:19][CH:18]=[CH:17][N:16]=3)[C:13]=2[CH:21]=1. The yield is 0.660.